Dataset: Reaction yield outcomes from USPTO patents with 853,638 reactions. Task: Predict the reaction yield, written as a fraction of the theoretical maximum amount of product (1.0 means a 100% yield; for example, 0.34 means a 34% yield). (1) The reactants are [CH:1]1([CH2:6][C@@H:7]([C:20]([NH:22][NH:23][C:24]2[C:29]([F:30])=[C:28]([N:31]([CH3:40])[CH2:32][CH2:33][C:34]3[CH:39]=[CH:38][N:37]=[CH:36][CH:35]=3)[N:27]=[C:26]([CH3:41])[N:25]=2)=[O:21])[CH2:8][N:9]([O:12]CC2C=CC=CC=2)[CH:10]=[O:11])[CH2:5][CH2:4][CH2:3][CH2:2]1. The catalyst is CO.[Pd].[C]. The product is [CH:1]1([CH2:6][C@@H:7]([C:20]([NH:22][NH:23][C:24]2[C:29]([F:30])=[C:28]([N:31]([CH3:40])[CH2:32][CH2:33][C:34]3[CH:39]=[CH:38][N:37]=[CH:36][CH:35]=3)[N:27]=[C:26]([CH3:41])[N:25]=2)=[O:21])[CH2:8][N:9]([OH:12])[CH:10]=[O:11])[CH2:5][CH2:4][CH2:3][CH2:2]1. The yield is 0.960. (2) The reactants are C(=O)([O-])[O-].[Na+].[Na+].[Br:7][C:8]1[CH:17]=[C:16]2[C:11]([CH2:12][CH2:13][N:14](C(=O)C(F)(F)F)[CH2:15]2)=[CH:10][CH:9]=1. The catalyst is CO. The product is [Br:7][C:8]1[CH:17]=[C:16]2[C:11]([CH2:12][CH2:13][NH:14][CH2:15]2)=[CH:10][CH:9]=1. The yield is 0.850. (3) The reactants are Br[C:2]1[S:3][CH:4]=[CH:5][N:6]=1.[O:7]([C:14]1[CH:15]=[C:16]([CH:18]=[CH:19][CH:20]=1)[NH2:17])[C:8]1[CH:13]=[CH:12][CH:11]=[CH:10][CH:9]=1.Cl. The catalyst is CCO. The product is [O:7]([C:14]1[CH:15]=[C:16]([NH:17][C:2]2[S:3][CH:4]=[CH:5][N:6]=2)[CH:18]=[CH:19][CH:20]=1)[C:8]1[CH:9]=[CH:10][CH:11]=[CH:12][CH:13]=1. The yield is 0.750. (4) The yield is 0.370. The product is [Cl:17][C:18]1[N:19]=[C:20]2[N:24]([C:25]=1[S:26]([NH:1][C:2]1[CH:3]=[C:4]3[C:8](=[CH:9][CH:10]=1)[N:7]([CH2:11][CH2:12][N:13]([CH3:15])[CH3:14])[C:6]([CH3:16])=[CH:5]3)(=[O:28])=[O:27])[CH:23]=[CH:22][S:21]2. No catalyst specified. The reactants are [NH2:1][C:2]1[CH:3]=[C:4]2[C:8](=[CH:9][CH:10]=1)[N:7]([CH2:11][CH2:12][N:13]([CH3:15])[CH3:14])[C:6]([CH3:16])=[CH:5]2.[Cl:17][C:18]1[N:19]=[C:20]2[N:24]([C:25]=1[S:26](Cl)(=[O:28])=[O:27])[CH:23]=[CH:22][S:21]2. (5) The reactants are CN(C(ON1N=NC2C=CC=NC1=2)=[N+](C)C)C.F[P-](F)(F)(F)(F)F.[Cl:25][C:26]1[CH:30]=[C:29]([C:31]([NH:33][CH:34]2[CH2:36][CH2:35]2)=[O:32])[NH:28][C:27]=1[C:37]([OH:39])=O.[NH2:40][CH2:41][C:42]1[C:43]([F:59])=[C:44]([O:49][C:50]2[CH:51]=[C:52]([CH:55]=[C:56]([Cl:58])[CH:57]=2)[C:53]#[N:54])[C:45]([Cl:48])=[CH:46][CH:47]=1.CCN(C(C)C)C(C)C. The catalyst is CN(C=O)C. The product is [Cl:25][C:26]1[CH:30]=[C:29]([C:31]([NH:33][CH:34]2[CH2:35][CH2:36]2)=[O:32])[NH:28][C:27]=1[C:37]([NH:40][CH2:41][C:42]1[CH:47]=[CH:46][C:45]([Cl:48])=[C:44]([O:49][C:50]2[CH:51]=[C:52]([C:53]#[N:54])[CH:55]=[C:56]([Cl:58])[CH:57]=2)[C:43]=1[F:59])=[O:39]. The yield is 0.110. (6) The reactants are [Br:1][C:2]1[CH:7]=[CH:6][CH:5]=[CH:4][C:3]=1[OH:8].[H-].[Na+].Cl[C:12]1[CH:17]=[C:16]([C:18]2[CH:23]=[CH:22][C:21]([C:24]([F:27])([F:26])[F:25])=[CH:20][CH:19]=2)[N:15]=[CH:14][N:13]=1. The catalyst is CN(C=O)C. The product is [Br:1][C:2]1[CH:7]=[CH:6][CH:5]=[CH:4][C:3]=1[O:8][C:12]1[CH:17]=[C:16]([C:18]2[CH:19]=[CH:20][C:21]([C:24]([F:26])([F:27])[F:25])=[CH:22][CH:23]=2)[N:15]=[CH:14][N:13]=1. The yield is 0.810. (7) The reactants are BrC1C(C(C)(C)C)=CC(C(C)(C)C)=CC=1C(C)(C)C.C([Li:24])CCC.[C:25]1([N:31]2[CH2:36][CH2:35][O:34][CH2:33][C:32]2=[O:37])[CH:30]=[CH:29][CH:28]=[CH:27][CH:26]=1.[C:38](=[O:40])=[O:39]. The catalyst is C1COCC1. The product is [O:37]=[C:32]1[CH:33]([C:38]([O-:40])=[O:39])[O:34][CH2:35][CH2:36][N:31]1[C:25]1[CH:26]=[CH:27][CH:28]=[CH:29][CH:30]=1.[Li+:24]. The yield is 0.605.